Dataset: Forward reaction prediction with 1.9M reactions from USPTO patents (1976-2016). Task: Predict the product of the given reaction. (1) Given the reactants [CH3:1][O:2][C:3](=[O:12])[C:4]1[CH:9]=[CH:8][C:7]([NH2:10])=[C:6]([OH:11])[CH:5]=1.[C:13](Cl)(=O)[CH3:14].C1(C)C=CC(S([O-])(=O)=O)=CC=1.[NH+]1C=CC=CC=1.C(N(CC)CC)C, predict the reaction product. The product is: [CH3:1][O:2][C:3]([C:4]1[CH:9]=[CH:8][C:7]2[N:10]=[C:13]([CH3:14])[O:11][C:6]=2[CH:5]=1)=[O:12]. (2) Given the reactants [F:1][C:2]1[CH:3]=[C:4]([N:27]2[CH2:31][CH:30]([CH2:32][NH:33][C:34](=[O:36])[CH3:35])[O:29][C:28]2=[O:37])[CH:5]=[CH:6][C:7]=1[C:8]1[CH:13]=[CH:12][N:11]=[C:10]([O:14][CH:15]2[CH2:20][O:19][C:18]3=[N:21][C:22]([N+:24]([O-:26])=[O:25])=[CH:23][N:17]3[CH2:16]2)[CH:9]=1.BrC1C=CN=C(OC2COC3=NC([N+]([O-])=O)=CN3C2)C=1, predict the reaction product. The product is: [F:1][C:2]1[CH:3]=[C:4]([N:27]2[CH2:31][C@H:30]([CH2:32][NH:33][C:34](=[O:36])[CH3:35])[O:29][C:28]2=[O:37])[CH:5]=[CH:6][C:7]=1[C:8]1[CH:13]=[CH:12][N:11]=[C:10]([O:14][C@@H:15]2[CH2:20][O:19][C:18]3=[N:21][C:22]([N+:24]([O-:26])=[O:25])=[CH:23][N:17]3[CH2:16]2)[CH:9]=1. (3) The product is: [Br:21][C:6]1[C:7]2[NH:12][C:11](=[O:13])[CH2:10][O:9][C:8]=2[C:3]([O:2][CH3:1])=[CH:4][CH:5]=1. Given the reactants [CH3:1][O:2][C:3]1[C:8]2[O:9][CH2:10][C:11](=[O:13])[NH:12][C:7]=2[CH:6]=[CH:5][CH:4]=1.C1C(=O)N([Br:21])C(=O)C1.S([O-])([O-])(=O)=S.[Na+].[Na+], predict the reaction product.